This data is from Peptide-MHC class I binding affinity with 185,985 pairs from IEDB/IMGT. The task is: Regression. Given a peptide amino acid sequence and an MHC pseudo amino acid sequence, predict their binding affinity value. This is MHC class I binding data. (1) The peptide sequence is IQIQATETA. The MHC is HLA-B18:01 with pseudo-sequence HLA-B18:01. The binding affinity (normalized) is 0.0847. (2) The peptide sequence is ALDAYHASL. The MHC is HLA-A02:01 with pseudo-sequence HLA-A02:01. The binding affinity (normalized) is 0.808. (3) The peptide sequence is CASSSDWFY. The MHC is HLA-B39:01 with pseudo-sequence HLA-B39:01. The binding affinity (normalized) is 0.0847. (4) The MHC is HLA-B58:01 with pseudo-sequence HLA-B58:01. The binding affinity (normalized) is 0.888. The peptide sequence is MAILGDTAW. (5) The MHC is HLA-B14:02 with pseudo-sequence HLA-B14:02. The binding affinity (normalized) is 0.491. The peptide sequence is ERTLHLVEL.